From a dataset of Forward reaction prediction with 1.9M reactions from USPTO patents (1976-2016). Predict the product of the given reaction. (1) Given the reactants [NH2:1][C:2]1[CH:7]=[CH:6][C:5]([OH:8])=[CH:4][CH:3]=1.[C:9]1(=O)[O:14][C:12](=[O:13])[C:11]2=[CH:15][CH:16]=[CH:17][CH:18]=[C:10]12, predict the reaction product. The product is: [OH:8][C:5]1[CH:6]=[CH:7][C:2]([N:1]2[C:12](=[O:13])[C:11]3=[CH:15][CH:16]=[CH:17][CH:18]=[C:10]3[C:9]2=[O:14])=[CH:3][CH:4]=1. (2) Given the reactants [C:1]([O:5][C:6]([N:8]([CH3:42])[C@@H:9]([CH3:41])[C:10]([NH:12][C@H:13]1[CH2:19][O:18][C:17]2[CH:20]=[CH:21][CH:22]=[CH:23][C:16]=2[N:15]([CH2:24][C:25]2[C:34]([O:35][CH3:36])=[CH:33][CH:32]=[C:31]3[C:26]=2[CH:27]=[CH:28][C:29]([C:37]([OH:39])=O)=[CH:30]3)[C:14]1=[O:40])=[O:11])=[O:7])([CH3:4])([CH3:3])[CH3:2].[CH3:43][NH:44][CH2:45][CH2:46][OH:47].C1C=CC2N(O)N=NC=2C=1.O.CN(C(ON1N=NC2C=CC=CC1=2)=[N+](C)C)C.F[P-](F)(F)(F)(F)F.CCN(C(C)C)C(C)C, predict the reaction product. The product is: [OH:47][CH2:46][CH2:45][N:44]([CH3:43])[C:37]([C:29]1[CH:30]=[C:31]2[C:26](=[CH:27][CH:28]=1)[C:25]([CH2:24][N:15]1[C:14](=[O:40])[C@@H:13]([NH:12][C:10](=[O:11])[C@@H:9]([N:8]([CH3:42])[C:6](=[O:7])[O:5][C:1]([CH3:3])([CH3:2])[CH3:4])[CH3:41])[CH2:19][O:18][C:17]3[CH:20]=[CH:21][CH:22]=[CH:23][C:16]1=3)=[C:34]([O:35][CH3:36])[CH:33]=[CH:32]2)=[O:39].